From a dataset of Full USPTO retrosynthesis dataset with 1.9M reactions from patents (1976-2016). Predict the reactants needed to synthesize the given product. (1) Given the product [Na+:50].[Na+:50].[C:1]([CH2:4][C@H:5]([OH:45])[CH2:6][C@H:7]([OH:44])[CH2:8][CH2:9][C:10]1[N:14]([CH:15]([CH3:16])[CH3:17])[C:13]([C:18]([NH:20][CH2:21][C:22]2[CH:30]=[CH:29][C:25]([C:26]([O-:28])=[O:27])=[CH:24][CH:23]=2)=[O:19])=[C:12]([C:31]2[CH:36]=[CH:35][CH:34]=[CH:33][CH:32]=2)[C:11]=1[C:37]1[CH:38]=[CH:39][C:40]([F:43])=[CH:41][CH:42]=1)([OH:3])=[O:2].[C:1]([CH2:4][C@H:5]([OH:45])[CH2:6][C@H:7]([OH:44])[CH2:8][CH2:9][C:10]1[N:14]([CH:15]([CH3:16])[CH3:17])[C:13]([C:18]([NH:20][CH2:21][C:22]2[CH:30]=[CH:29][C:25]([C:26]([O-:28])=[O:27])=[CH:24][CH:23]=2)=[O:19])=[C:12]([C:31]2[CH:36]=[CH:35][CH:34]=[CH:33][CH:32]=2)[C:11]=1[C:37]1[CH:38]=[CH:39][C:40]([F:43])=[CH:41][CH:42]=1)([OH:3])=[O:2], predict the reactants needed to synthesize it. The reactants are: [C:1]([CH2:4][C@H:5]([OH:45])[CH2:6][C@H:7]([OH:44])[CH2:8][CH2:9][C:10]1[N:14]([CH:15]([CH3:17])[CH3:16])[C:13]([C:18]([NH:20][CH2:21][C:22]2[CH:30]=[CH:29][C:25]([C:26]([OH:28])=[O:27])=[CH:24][CH:23]=2)=[O:19])=[C:12]([C:31]2[CH:36]=[CH:35][CH:34]=[CH:33][CH:32]=2)[C:11]=1[C:37]1[CH:42]=[CH:41][C:40]([F:43])=[CH:39][CH:38]=1)([OH:3])=[O:2].C(O)C.[OH-].[Na+:50]. (2) Given the product [NH2:1][C:2]1[N:7]=[C:6]([NH:8][C@H:9]([C:11]2[N:16]=[C:15]3[CH:17]=[CH:18][N:19]([CH3:20])[C:14]3=[CH:13][C:12]=2[N:21]2[CH2:25][CH2:24][C@H:23]([NH2:26])[CH2:22]2)[CH3:10])[C:5]([C:37]#[N:38])=[C:4]([CH3:39])[N:3]=1, predict the reactants needed to synthesize it. The reactants are: [NH2:1][C:2]1[N:7]=[C:6]([NH:8][C@H:9]([C:11]2[N:16]=[C:15]3[CH:17]=[CH:18][N:19]([CH3:20])[C:14]3=[CH:13][C:12]=2[N:21]2[CH2:25][CH2:24][CH:23]([N:26]3C(=O)C4C(=CC=CC=4)C3=O)[CH2:22]2)[CH3:10])[C:5]([C:37]#[N:38])=[C:4]([CH3:39])[N:3]=1.O.NN. (3) Given the product [CH3:1][O:2][C:3]1[C:8]([O:9][CH3:10])=[C:7]([CH:19]=[O:20])[CH:6]=[CH:5][N:4]=1, predict the reactants needed to synthesize it. The reactants are: [CH3:1][O:2][C:3]1[C:8]([O:9][CH3:10])=[CH:7][CH:6]=[CH:5][N:4]=1.[Li]CCCC.CN([CH:19]=[O:20])C.[Cl-].[NH4+]. (4) Given the product [CH:1]1([NH:4][C:5]([C:6]2[CH:11]=[C:10]([F:12])[C:9]([CH3:13])=[C:8]([C:25]3[CH:34]=[CH:33][C:28]([C:29]([OH:31])=[O:30])=[CH:27][N:26]=3)[CH:7]=2)=[O:23])[CH2:2][CH2:3]1, predict the reactants needed to synthesize it. The reactants are: [CH:1]1([NH:4][C:5](=[O:23])[C:6]2[CH:11]=[C:10]([F:12])[C:9]([CH3:13])=[C:8](B3OC(C)(C)C(C)(C)O3)[CH:7]=2)[CH2:3][CH2:2]1.Cl[C:25]1[CH:34]=[CH:33][C:28]([C:29]([O:31]C)=[O:30])=[CH:27][N:26]=1.C(=O)([O-])O.[Na+].